From a dataset of Forward reaction prediction with 1.9M reactions from USPTO patents (1976-2016). Predict the product of the given reaction. (1) Given the reactants [N:1]1([C:8]2[CH:9]=[CH:10][C:11]3[N:12]([C:14]([C:17]([F:20])([F:19])[F:18])=[N:15][N:16]=3)[N:13]=2)[CH2:7][CH2:6][CH2:5][NH:4][CH2:3][CH2:2]1.[F:21][C:22]1[CH:23]=[C:24]([CH:27]=[CH:28][CH:29]=1)[CH:25]=O, predict the reaction product. The product is: [F:21][C:22]1[CH:23]=[C:24]([CH2:25][N:4]2[CH2:5][CH2:6][CH2:7][N:1]([C:8]3[CH:9]=[CH:10][C:11]4[N:12]([C:14]([C:17]([F:18])([F:19])[F:20])=[N:15][N:16]=4)[N:13]=3)[CH2:2][CH2:3]2)[CH:27]=[CH:28][CH:29]=1. (2) Given the reactants [NH2:1][CH:2]1[C:10]2[C:5](=[CH:6][C:7]([CH2:11][N:12]3[CH:16]=[C:15]([CH2:17][OH:18])[C:14]([C:19]([F:22])([F:21])[F:20])=[N:13]3)=[CH:8][CH:9]=2)[CH2:4][CH2:3]1.C(N(CC)CC)C.[F:30][C:31]([F:38])([F:37])[C:32](OCC)=[O:33], predict the reaction product. The product is: [F:30][C:31]([F:38])([F:37])[C:32]([NH:1][CH:2]1[C:10]2[C:5](=[CH:6][C:7]([CH2:11][N:12]3[CH:16]=[C:15]([CH2:17][OH:18])[C:14]([C:19]([F:22])([F:21])[F:20])=[N:13]3)=[CH:8][CH:9]=2)[CH2:4][CH2:3]1)=[O:33].